Dataset: Reaction yield outcomes from USPTO patents with 853,638 reactions. Task: Predict the reaction yield, written as a fraction of the theoretical maximum amount of product (1.0 means a 100% yield; for example, 0.34 means a 34% yield). (1) The reactants are [CH2:1]([CH2:3][NH2:4])[OH:2].Cl[C:6]([O:8][CH2:9][C:10]1[CH:15]=[CH:14][CH:13]=[CH:12][CH:11]=1)=[O:7]. The catalyst is C(Cl)Cl. The product is [CH2:9]([O:8][C:6](=[O:7])[NH:4][CH2:3][CH2:1][OH:2])[C:10]1[CH:15]=[CH:14][CH:13]=[CH:12][CH:11]=1. The yield is 0.700. (2) The reactants are [Cl:1][C:2]1[CH:35]=[CH:34][CH:33]=[CH:32][C:3]=1[O:4][C:5]1[CH2:9][N:8]([C@@H:10]([CH2:27][CH2:28][O:29][CH3:30])[C:11]([NH:13][C:14]2[CH:18]=[CH:17][N:16]([CH2:19][C@@H:20]3[CH2:24][O:23]C(C)(C)[O:21]3)[N:15]=2)=[O:12])[C:7](=[O:31])[CH:6]=1.O.C1(C)C=CC(S(O)(=O)=O)=CC=1. The catalyst is CO. The product is [Cl:1][C:2]1[CH:35]=[CH:34][CH:33]=[CH:32][C:3]=1[O:4][C:5]1[CH2:9][N:8]([C@@H:10]([CH2:27][CH2:28][O:29][CH3:30])[C:11]([NH:13][C:14]2[CH:18]=[CH:17][N:16]([CH2:19][C@@H:20]([OH:21])[CH2:24][OH:23])[N:15]=2)=[O:12])[C:7](=[O:31])[CH:6]=1. The yield is 0.920. (3) The reactants are [C:1]([O:5][C:6]([NH:8][CH2:9][C:10]1[NH:22][C:13]2=[N:14][CH:15]=[C:16]([C:18]([O:20]C)=[O:19])[CH:17]=[C:12]2[N:11]=1)=[O:7])([CH3:4])([CH3:3])[CH3:2].O.[OH-].[Li+].Cl. The catalyst is CO.O. The product is [C:1]([O:5][C:6]([NH:8][CH2:9][C:10]1[NH:22][C:13]2=[N:14][CH:15]=[C:16]([C:18]([OH:20])=[O:19])[CH:17]=[C:12]2[N:11]=1)=[O:7])([CH3:4])([CH3:2])[CH3:3]. The yield is 0.710. (4) The reactants are [OH:1][CH2:2][CH2:3][CH2:4][C:5]1[CH:14]=[C:13]2[C:8]([CH:9]=[CH:10][C:11](=[O:15])[O:12]2)=[CH:7][CH:6]=1.C([O-])(=O)C.[Na+].[Br:21]Br. The catalyst is CC(O)=O. The product is [Br:21][C:10]1[C:11](=[O:15])[O:12][C:13]2[C:8]([CH:9]=1)=[CH:7][CH:6]=[C:5]([CH2:4][CH2:3][CH2:2][OH:1])[CH:14]=2. The yield is 0.290. (5) The reactants are [CH2:1]([O:3][C:4]([C:6]1([CH:19]([C:24]2[CH:29]=[CH:28][CH:27]=[CH:26][CH:25]=2)[CH2:20][N+:21]([O-])=O)[CH2:11][CH2:10][N:9]([CH2:12][C:13]2[CH:18]=[CH:17][CH:16]=[CH:15][CH:14]=2)[CH2:8][CH2:7]1)=[O:5])[CH3:2]. The catalyst is CCO.[Ni]. The product is [CH2:1]([O:3][C:4]([C:6]1([CH:19]([C:24]2[CH:29]=[CH:28][CH:27]=[CH:26][CH:25]=2)[CH2:20][NH2:21])[CH2:11][CH2:10][N:9]([CH2:12][C:13]2[CH:14]=[CH:15][CH:16]=[CH:17][CH:18]=2)[CH2:8][CH2:7]1)=[O:5])[CH3:2]. The yield is 0.990. (6) The reactants are [F:1][C:2]1[CH:34]=[CH:33][C:5]([O:6][CH2:7][CH:8]2[CH2:13][CH2:12][N:11]([C:14](=[O:32])/[CH:15]=[CH:16]/[C:17]3[CH:18]=[C:19]4[C:24](=[N:25][CH:26]=3)[NH:23][C:22](=[O:27])[CH:21]([C:28](OC)=[O:29])[CH2:20]4)[CH2:10][CH2:9]2)=[CH:4][CH:3]=1.[OH-].[NH4+:36]. The catalyst is N. The product is [F:1][C:2]1[CH:3]=[CH:4][C:5]([O:6][CH2:7][CH:8]2[CH2:13][CH2:12][N:11]([C:14](=[O:32])/[CH:15]=[CH:16]/[C:17]3[CH:18]=[C:19]4[C:24](=[N:25][CH:26]=3)[NH:23][C:22](=[O:27])[CH:21]([C:28]([NH2:36])=[O:29])[CH2:20]4)[CH2:10][CH2:9]2)=[CH:33][CH:34]=1. The yield is 0.120. (7) The reactants are [CH2:1]([C@H:8]1[CH2:13][N:12]([C:14]2[CH:19]=[CH:18][C:17]([O:20][CH3:21])=[C:16]([O:22][CH:23]3[CH2:27][CH2:26][CH2:25][CH2:24]3)[CH:15]=2)[CH2:11][CH2:10][N:9]1[C:28](=O)[CH2:29][C:30]([O:32]CC)=[O:31])[C:2]1[CH:7]=[CH:6][CH:5]=[CH:4][CH:3]=1.[Li+].[OH-]. The catalyst is C1COCC1.O. The product is [CH2:1]([C@H:8]1[CH2:13][N:12]([C:14]2[CH:19]=[CH:18][C:17]([O:20][CH3:21])=[C:16]([O:22][CH:23]3[CH2:27][CH2:26][CH2:25][CH2:24]3)[CH:15]=2)[CH2:11][CH2:10][N:9]1[CH2:28][CH2:29][C:30]([OH:32])=[O:31])[C:2]1[CH:3]=[CH:4][CH:5]=[CH:6][CH:7]=1. The yield is 0.880. (8) The reactants are [CH3:1][O:2][C:3]1[CH:4]=[C:5]2[C:10](=[CH:11][C:12]=1[O:13][CH3:14])[N:9]=[CH:8][CH:7]=[C:6]2[O:15][C:16]1[CH:22]=[CH:21][C:19]([NH2:20])=[C:18]([O:23][CH3:24])[CH:17]=1.C(N(CC)CC)C.ClC(Cl)(O[C:36](=[O:42])OC(Cl)(Cl)Cl)Cl.[CH2:44]([N:46]([C:50]1[CH:55]=[CH:54][CH:53]=[C:52]([CH3:56])[CH:51]=1)[CH2:47][CH2:48][NH2:49])[CH3:45]. The catalyst is C(Cl)(Cl)Cl.O. The product is [CH3:1][O:2][C:3]1[CH:4]=[C:5]2[C:10](=[CH:11][C:12]=1[O:13][CH3:14])[N:9]=[CH:8][CH:7]=[C:6]2[O:15][C:16]1[CH:22]=[CH:21][C:19]([NH:20][C:36]([NH:49][CH2:48][CH2:47][N:46]([CH2:44][CH3:45])[C:50]2[CH:55]=[CH:54][CH:53]=[C:52]([CH3:56])[CH:51]=2)=[O:42])=[C:18]([O:23][CH3:24])[CH:17]=1. The yield is 0.790. (9) The reactants are Br[C:2]1[S:6][C:5]([NH:7][C:8]([O:10][C:11]([CH3:14])([CH3:13])[CH3:12])=[O:9])=[C:4]([C:15]([O:17][CH3:18])=[O:16])[CH:3]=1.[N:19]1[CH:24]=[CH:23][C:22](B(O)O)=[CH:21][CH:20]=1.C(=O)([O-])[O-].[Na+].[Na+]. The catalyst is CN(C)C=O.C(OCC)(=O)C.C1C=CC(P(C2C=CC=CC=2)[C-]2C=CC=C2)=CC=1.C1C=CC(P(C2C=CC=CC=2)[C-]2C=CC=C2)=CC=1.Cl[Pd]Cl.[Fe+2]. The product is [C:11]([O:10][C:8]([NH:7][C:5]1[S:6][C:2]([C:22]2[CH:23]=[CH:24][N:19]=[CH:20][CH:21]=2)=[CH:3][C:4]=1[C:15]([O:17][CH3:18])=[O:16])=[O:9])([CH3:14])([CH3:13])[CH3:12]. The yield is 0.470. (10) The reactants are [C:1]([C:5]1[CH:9]=[C:8]([NH:10][C:11]([NH:13][C:14]2[CH:19]=[CH:18][C:17]([Cl:20])=[CH:16][CH:15]=2)=[O:12])[N:7]([C:21]2[CH:26]=[CH:25][CH:24]=[C:23]([CH2:27][CH2:28][NH:29]C(=O)C(F)(F)F)[CH:22]=2)[N:6]=1)([CH3:4])([CH3:3])[CH3:2].C(=O)([O-])[O-].[K+].[K+]. The catalyst is CO.O. The product is [NH2:29][CH2:28][CH2:27][C:23]1[CH:22]=[C:21]([N:7]2[C:8]([NH:10][C:11]([NH:13][C:14]3[CH:15]=[CH:16][C:17]([Cl:20])=[CH:18][CH:19]=3)=[O:12])=[CH:9][C:5]([C:1]([CH3:4])([CH3:3])[CH3:2])=[N:6]2)[CH:26]=[CH:25][CH:24]=1. The yield is 0.650.